From a dataset of Reaction yield outcomes from USPTO patents with 853,638 reactions. Predict the reaction yield, written as a fraction of the theoretical maximum amount of product (1.0 means a 100% yield; for example, 0.34 means a 34% yield). (1) The reactants are Cl.[N:2]1([NH2:8])[CH2:7][CH2:6][CH2:5][CH2:4][CH2:3]1.C[Al](C)C.[Cl:13][C:14]1[CH:19]=[CH:18][C:17]([C:20]2[N:21]=[C:22]([CH2:38][N:39]3[C:43]([CH3:44])=[N:42][N:41]=[N:40]3)[C:23]([C:33](OCC)=[O:34])=[N:24][C:25]=2[C:26]2[CH:31]=[CH:30][C:29]([Cl:32])=[CH:28][CH:27]=2)=[CH:16][CH:15]=1. The catalyst is ClCCl. The product is [Cl:13][C:14]1[CH:15]=[CH:16][C:17]([C:20]2[N:21]=[C:22]([CH2:38][N:39]3[C:43]([CH3:44])=[N:42][N:41]=[N:40]3)[C:23]([C:33]([NH:8][N:2]3[CH2:7][CH2:6][CH2:5][CH2:4][CH2:3]3)=[O:34])=[N:24][C:25]=2[C:26]2[CH:27]=[CH:28][C:29]([Cl:32])=[CH:30][CH:31]=2)=[CH:18][CH:19]=1. The yield is 0.860. (2) The reactants are O=C1C2C(=CC=CC=2)[C:4](=[O:11])[N:3]1[CH2:12][C:13]1[CH:20]=[CH:19][C:18]([F:21])=[CH:17][C:14]=1[C:15]#[N:16].O1CCCC1.O.NN.[C:30]([O:34]C(OC([O:34][C:30]([CH3:33])([CH3:32])[CH3:31])=O)=O)([CH3:33])([CH3:32])[CH3:31]. The catalyst is CN(C)C=O.CCOCC. The product is [C:15]([C:14]1[CH:17]=[C:18]([F:21])[CH:19]=[CH:20][C:13]=1[CH2:12][NH:3][C:4](=[O:11])[O:34][C:30]([CH3:33])([CH3:32])[CH3:31])#[N:16]. The yield is 0.580. (3) The reactants are [O:1]=[C:2]1[C:7]([CH2:8][C:9]2[CH:14]=[CH:13][C:12]([C:15]3[C:16]([C:21]#[N:22])=[CH:17][CH:18]=[CH:19][CH:20]=3)=[CH:11][CH:10]=2)=[C:6]([CH2:23][CH2:24][CH3:25])[N:5]2[N:26]=[CH:27][N:28]=[C:4]2[N:3]1[CH:29]1[CH2:41][CH2:40][C:32]2([O:36][C@H:35]3[CH2:37][O:38][CH2:39][C@H:34]3[O:33]2)[CH2:31][CH2:30]1.C([BH3-])#N.[Na+].O1CCCC1. The catalyst is C(OCC)(=O)C. The product is [OH:36][C@H:35]1[CH2:37][O:38][CH2:39][C@H:34]1[O:33][C@H:32]1[CH2:31][CH2:30][C@H:29]([N:3]2[C:2](=[O:1])[C:7]([CH2:8][C:9]3[CH:14]=[CH:13][C:12]([C:15]4[C:16]([C:21]#[N:22])=[CH:17][CH:18]=[CH:19][CH:20]=4)=[CH:11][CH:10]=3)=[C:6]([CH2:23][CH2:24][CH3:25])[N:5]3[N:26]=[CH:27][N:28]=[C:4]23)[CH2:41][CH2:40]1. The yield is 0.180. (4) The reactants are [N+:1]([C:4]1[CH:5]=[C:6]([C:10]2[CH2:11][CH2:12][N:13](C(OC(C)(C)C)=O)[CH2:14][CH:15]=2)[CH:7]=[CH:8][CH:9]=1)([O-:3])=[O:2].Cl. The catalyst is O1CCOCC1. The product is [N+:1]([C:4]1[CH:5]=[C:6]([C:10]2[CH2:15][CH2:14][NH:13][CH2:12][CH:11]=2)[CH:7]=[CH:8][CH:9]=1)([O-:3])=[O:2]. The yield is 0.875. (5) The reactants are [CH:1]([OH:3])=O.C(OC(=O)C)(=O)C.[CH2:11]([C:13]1[CH:19]=[CH:18][CH:17]=[C:16]([CH2:20][CH3:21])[C:14]=1[NH2:15])[CH3:12]. The catalyst is ClCCl. The product is [CH:1]([NH:15][C:14]1[C:16]([CH2:20][CH3:21])=[CH:17][CH:18]=[CH:19][C:13]=1[CH2:11][CH3:12])=[O:3]. The yield is 0.740. (6) The reactants are [CH2:1]([NH:8][S:9]([C:12]1[C:17]([Cl:18])=[CH:16][CH:15]=[C:14]([N+:19]([O-:21])=[O:20])[C:13]=1C(=O)C)(=[O:11])=[O:10])[C:2]1[CH:7]=[CH:6][CH:5]=[CH:4][CH:3]=1.Cl[Si](C)(C)C.C([OH:32])C. The catalyst is S(=O)(=O)(O)O. The product is [CH2:1]([NH:8][S:9]([C:12]1[C:17]([Cl:18])=[CH:16][CH:15]=[C:14]([N+:19]([O-:21])=[O:20])[C:13]=1[OH:32])(=[O:11])=[O:10])[C:2]1[CH:7]=[CH:6][CH:5]=[CH:4][CH:3]=1. The yield is 0.940.